This data is from Catalyst prediction with 721,799 reactions and 888 catalyst types from USPTO. The task is: Predict which catalyst facilitates the given reaction. (1) Reactant: [Br:1][C:2]1[CH:3]=[C:4]([C:8]([O:10][CH3:11])=[O:9])[O:5][C:6]=1Br.C([Mg]Cl)(C)C.O. Product: [Br:1][C:2]1[CH:3]=[C:4]([C:8]([O:10][CH3:11])=[O:9])[O:5][CH:6]=1. The catalyst class is: 7. (2) Reactant: [F:1][C:2]([F:15])([F:14])[CH2:3][O:4][C:5]1[CH:13]=[CH:12][C:8]([C:9]([OH:11])=O)=[CH:7][CH:6]=1.CN(C(ON1N=NC2C=CC=NC1=2)=[N+](C)C)C.F[P-](F)(F)(F)(F)F.[NH:40]1[CH2:45][CH2:44][C:43]2([O:50][C:49]3[CH:51]=[CH:52][CH:53]=[CH:54][C:48]=3[N:47]3[CH:55]=[CH:56][CH:57]=[C:46]23)[CH2:42][CH2:41]1.CCN(CC)CC. Product: [N:40]1([C:9]([C:8]2[CH:7]=[CH:6][C:5]([O:4][CH2:3][C:2]([F:1])([F:15])[F:14])=[CH:13][CH:12]=2)=[O:11])[CH2:41][CH2:42][C:43]2([O:50][C:49]3[CH:51]=[CH:52][CH:53]=[CH:54][C:48]=3[N:47]3[CH:55]=[CH:56][CH:57]=[C:46]23)[CH2:44][CH2:45]1. The catalyst class is: 3. (3) Reactant: [F:1][C:2]1[CH:7]=[CH:6][C:5]([C:8]2[CH:13]=[C:12]([C:14]([F:17])([F:16])[F:15])[N:11]=[C:10]([N:18]3[CH:22]=[C:21]([Sn](CCCC)(CCCC)CCCC)[N:20]=[CH:19]3)[N:9]=2)=[CH:4][CH:3]=1.[CH3:36][C:37]([NH:40][S:41]([C:44]1[S:48][C:47](Br)=[CH:46][CH:45]=1)(=[O:43])=[O:42])([CH3:39])[CH3:38].CCCCCC. Product: [C:37]([NH:40][S:41]([C:44]1[S:48][C:47]([C:21]2[N:20]=[CH:19][N:18]([C:10]3[N:9]=[C:8]([C:5]4[CH:4]=[CH:3][C:2]([F:1])=[CH:7][CH:6]=4)[CH:13]=[C:12]([C:14]([F:15])([F:16])[F:17])[N:11]=3)[CH:22]=2)=[CH:46][CH:45]=1)(=[O:42])=[O:43])([CH3:39])([CH3:36])[CH3:38]. The catalyst class is: 11. (4) Reactant: [F:1][C:2]([F:21])([F:20])[C:3]1[CH:4]=[C:5]([S:9](C2C=CC(C#N)=CC=2)(=O)=O)[CH:6]=[CH:7][CH:8]=1.[CH3:22][C:23]([CH3:28])=[CH:24][C:25]([OH:27])=[O:26].II. Product: [CH3:22][C:23]([S:9][C:5]1[CH:6]=[CH:7][CH:8]=[C:3]([C:2]([F:1])([F:20])[F:21])[CH:4]=1)([CH3:28])[CH2:24][C:25]([OH:27])=[O:26]. The catalyst class is: 25. (5) Reactant: [CH3:1][O:2][C:3]([C@@H:5]1[C@H:9]([O:10]C(=O)C2C=CC=CC=2)[CH2:8][CH2:7][N:6]1[C:19]([O:21][C:22]([CH3:25])([CH3:24])[CH3:23])=[O:20])=[O:4].[OH-].[K+]. Product: [CH3:1][O:2][C:3]([C@@H:5]1[C@H:9]([OH:10])[CH2:8][CH2:7][N:6]1[C:19]([O:21][C:22]([CH3:25])([CH3:24])[CH3:23])=[O:20])=[O:4]. The catalyst class is: 5. (6) Reactant: [Li]CCCC.CCCCCC.Br[C:13]1[CH:14]=[C:15]2[C:20](=[CH:21][CH:22]=1)[N:19]=[C:18]([O:23][CH3:24])[CH:17]=[C:16]2[C:25]1[CH:26]=[N:27][CH:28]=[CH:29][CH:30]=1.[Cl:31][C:32]1[CH:37]=[CH:36][C:35]([C:38]([C:40]2[N:44]([CH3:45])[CH:43]=[N:42][CH:41]=2)=[O:39])=[CH:34][CH:33]=1. Product: [Cl:31][C:32]1[CH:33]=[CH:34][C:35]([C:38]([C:40]2[N:44]([CH3:45])[CH:43]=[N:42][CH:41]=2)([C:13]2[CH:14]=[C:15]3[C:20](=[CH:21][CH:22]=2)[N:19]=[C:18]([O:23][CH3:24])[CH:17]=[C:16]3[C:25]2[CH:26]=[N:27][CH:28]=[CH:29][CH:30]=2)[OH:39])=[CH:36][CH:37]=1. The catalyst class is: 1. (7) Reactant: [C:1]([O:5][C:6]([NH:8][C:9]1[N:14]=[C:13]([C:15](OCC)=[O:16])[CH:12]=[CH:11][CH:10]=1)=[O:7])([CH3:4])([CH3:3])[CH3:2].[H-].[H-].[H-].[H-].[Li+].[Al+3]. Product: [OH:16][CH2:15][C:13]1[N:14]=[C:9]([NH:8][C:6](=[O:7])[O:5][C:1]([CH3:3])([CH3:2])[CH3:4])[CH:10]=[CH:11][CH:12]=1. The catalyst class is: 1.